This data is from Reaction yield outcomes from USPTO patents with 853,638 reactions. The task is: Predict the reaction yield, written as a fraction of the theoretical maximum amount of product (1.0 means a 100% yield; for example, 0.34 means a 34% yield). (1) The reactants are CC(P(C(C)(C)C)C1C(C2C=CC=CC=2)=CC=CC=1)(C)C.[C:22]([P:28](=[O:33])([OH:32])[O:29][CH2:30][CH3:31])#[C:23][CH2:24][CH2:25][CH2:26][CH3:27].[C:34]([CH:36]1[CH2:41][CH2:40][CH2:39][CH2:38][CH2:37]1)#[CH:35]. The catalyst is [Au].ClC(Cl)C. The product is [CH2:30]([O:29][P:28]1(=[O:32])[CH:22]=[C:23]([CH2:24][CH2:25][CH2:26][CH3:27])[CH:35]=[C:34]([CH:36]2[CH2:41][CH2:40][CH2:39][CH2:38][CH2:37]2)[O:33]1)[CH3:31]. The yield is 0.470. (2) The reactants are FC(F)(F)C(O)=O.[N:8]1[C:13]2[NH:14][C:15]3[CH:25]=[N:24][CH:23]=[CH:22][C:16]=3/[C:17](=[N:20]/[OH:21])/[C:18](=O)[C:12]=2[CH:11]=[CH:10][CH:9]=1.[Cl:26][C:27]1[CH:34]=[C:33]([CH2:35][O:36][Si:37]([CH:44]([CH3:46])[CH3:45])([CH:41]([CH3:43])[CH3:42])[CH:38]([CH3:40])[CH3:39])[CH:32]=[C:31]([Cl:47])[C:28]=1[CH:29]=O.C([O-])(=O)C.[NH4+:52]. The catalyst is C(O)(=O)C. The product is [Cl:26][C:27]1[CH:34]=[C:33]([CH2:35][O:36][Si:37]([CH:44]([CH3:46])[CH3:45])([CH:41]([CH3:43])[CH3:42])[CH:38]([CH3:40])[CH3:39])[CH:32]=[C:31]([Cl:47])[C:28]=1[C:29]1[N:20]([OH:21])[C:17]2[C:16]3[CH:22]=[CH:23][N:24]=[CH:25][C:15]=3[NH:14][C:13]3[N:8]=[CH:9][CH:10]=[CH:11][C:12]=3[C:18]=2[N:52]=1. The yield is 1.00. (3) The reactants are O1C2C(=CC=CC=2)[C@H](N[C:12]([C@@H:14]2[CH2:23][C:22]3[C:17](=[CH:18][C:19]([C@H:24]4[CH2:28][C@@H:27]([C:29](=[O:41])[NH:30][C@H:31]5[C:40]6[C:35](=[CH:36][CH:37]=[CH:38][CH:39]=6)[CH2:34][CH2:33][CH2:32]5)[N:26]([C:42](=[O:55])[C@@H:43]([NH:48][C:49](=[O:54])[C@@H:50]([NH:52][CH3:53])[CH3:51])[C:44]([CH3:47])([CH3:46])[CH3:45])[CH2:25]4)=[CH:20][CH:21]=3)[CH2:16][N:15]2[C:56](=[O:69])[C@@H:57]([NH:62][C:63](=[O:68])[C@@H:64]([NH:66][CH3:67])[CH3:65])[C:58]([CH3:61])([CH3:60])[CH3:59])=[O:13])CC1.[CH3:70][C:71]1[O:75][N:74]=[C:73]([C@@H:76]([NH2:84])[CH2:77][C:78]2[CH:83]=[CH:82][CH:81]=[CH:80][CH:79]=2)[N:72]=1.C(O)(C(F)(F)F)=O. No catalyst specified. The product is [CH3:61][C:58]([CH3:59])([CH3:60])[C@H:57]([NH:62][C:63](=[O:68])[C@@H:64]([NH:66][CH3:67])[CH3:65])[C:56]([N:15]1[C@H:14]([C:12]([NH:84][C@H:76]([C:73]2[N:72]=[C:71]([CH3:70])[O:75][N:74]=2)[CH2:77][C:78]2[CH:83]=[CH:82][CH:81]=[CH:80][CH:79]=2)=[O:13])[CH2:23][C:22]2[C:17](=[CH:18][C:19]([C@H:24]3[CH2:28][C@@H:27]([C:29](=[O:41])[NH:30][C@H:31]4[C:40]5[C:35](=[CH:36][CH:37]=[CH:38][CH:39]=5)[CH2:34][CH2:33][CH2:32]4)[N:26]([C:42](=[O:55])[C@@H:43]([NH:48][C:49](=[O:54])[C@@H:50]([NH:52][CH3:53])[CH3:51])[C:44]([CH3:45])([CH3:46])[CH3:47])[CH2:25]3)=[CH:20][CH:21]=2)[CH2:16]1)=[O:69]. The yield is 0.330. (4) The reactants are F[C:2]1[CH:12]=[CH:11][C:5]([C:6]([O:8][CH2:9][CH3:10])=[O:7])=[CH:4][C:3]=1[N+:13]([O-:15])=[O:14].C([O-])([O-])=O.[Cs+].[Cs+].[F:22][C:23]1[CH:24]=[CH:25][C:26]([SH:34])=[C:27]([CH:33]=1)[C:28]([O:30][CH2:31][CH3:32])=[O:29].O. The catalyst is CN(C=O)C.C(OCC)(=O)C. The product is [CH2:9]([O:8][C:6](=[O:7])[C:5]1[CH:11]=[CH:12][C:2]([S:34][C:26]2[CH:25]=[CH:24][C:23]([F:22])=[CH:33][C:27]=2[C:28]([O:30][CH2:31][CH3:32])=[O:29])=[C:3]([N+:13]([O-:15])=[O:14])[CH:4]=1)[CH3:10]. The yield is 0.940.